Dataset: Reaction yield outcomes from USPTO patents with 853,638 reactions. Task: Predict the reaction yield, written as a fraction of the theoretical maximum amount of product (1.0 means a 100% yield; for example, 0.34 means a 34% yield). The reactants are [Cl:1][C:2]1[CH:10]=[CH:9][CH:8]=[C:7]([F:11])[C:3]=1[C:4]([OH:6])=O.[CH2:12]([N:16]1[C:24]2[N:23]=[C:22]([Cl:25])[NH:21][C:20]=2[C:19](=[O:26])[N:18]([CH2:27][CH2:28][CH2:29][CH2:30]/[C:31](=[N:34]/[H])/[NH:32]O)[C:17]1=[O:36])[CH2:13][CH2:14][CH3:15]. The catalyst is CS(C)=O. The product is [CH2:12]([N:16]1[C:24]2[N:23]=[C:22]([Cl:25])[NH:21][C:20]=2[C:19](=[O:26])[N:18]([CH2:27][CH2:28][CH2:29][CH2:30][C:31]2[N:32]=[C:4]([C:3]3[C:7]([F:11])=[CH:8][CH:9]=[CH:10][C:2]=3[Cl:1])[O:6][N:34]=2)[C:17]1=[O:36])[CH2:13][CH2:14][CH3:15]. The yield is 0.0500.